This data is from NCI-60 drug combinations with 297,098 pairs across 59 cell lines. The task is: Regression. Given two drug SMILES strings and cell line genomic features, predict the synergy score measuring deviation from expected non-interaction effect. Drug 1: CC1OCC2C(O1)C(C(C(O2)OC3C4COC(=O)C4C(C5=CC6=C(C=C35)OCO6)C7=CC(=C(C(=C7)OC)O)OC)O)O. Drug 2: CN(C(=O)NC(C=O)C(C(C(CO)O)O)O)N=O. Cell line: EKVX. Synergy scores: CSS=10.1, Synergy_ZIP=-4.31, Synergy_Bliss=-5.68, Synergy_Loewe=-17.8, Synergy_HSA=-4.73.